Dataset: Catalyst prediction with 721,799 reactions and 888 catalyst types from USPTO. Task: Predict which catalyst facilitates the given reaction. (1) Reactant: OC(C(F)(F)F)=O.[CH3:8][O:9][C:10](=[O:37])[C@H:11]([CH2:23][C:24]1[CH:29]=[CH:28][C:27]([C:30]2[CH:35]=[CH:34][CH:33]=[CH:32][C:31]=2[NH2:36])=[CH:26][CH:25]=1)[NH:12][C:13](=[O:22])[C:14]1[C:19]([Cl:20])=[CH:18][CH:17]=[CH:16][C:15]=1[Cl:21].CCN(C(C)C)C(C)C.Cl[C:48]([O:50][CH3:51])=[O:49]. Product: [CH3:8][O:9][C:10](=[O:37])[C@H:11]([CH2:23][C:24]1[CH:29]=[CH:28][C:27]([C:30]2[CH:35]=[CH:34][CH:33]=[CH:32][C:31]=2[NH:36][C:48]([O:50][CH3:51])=[O:49])=[CH:26][CH:25]=1)[NH:12][C:13](=[O:22])[C:14]1[C:15]([Cl:21])=[CH:16][CH:17]=[CH:18][C:19]=1[Cl:20]. The catalyst class is: 1. (2) Reactant: [Cl:1][C:2]1[CH:3]=[C:4]([C:9]2[C:14]([C:15]([OH:17])=O)=[C:13]([CH2:18][CH3:19])[N:12]=[C:11]([S:20][CH3:21])[N:10]=2)[CH:5]=[C:6]([Cl:8])[CH:7]=1.[C:22]1([CH2:28][CH2:29][CH2:30][NH2:31])[CH:27]=[CH:26][CH:25]=[CH:24][CH:23]=1.Cl.C(N=C=NCCCN(C)C)C. Product: [Cl:8][C:6]1[CH:5]=[C:4]([C:9]2[C:14]([C:15]([NH:31][CH2:30][CH2:29][CH2:28][C:22]3[CH:27]=[CH:26][CH:25]=[CH:24][CH:23]=3)=[O:17])=[C:13]([CH2:18][CH3:19])[N:12]=[C:11]([S:20][CH3:21])[N:10]=2)[CH:3]=[C:2]([Cl:1])[CH:7]=1. The catalyst class is: 4. (3) Reactant: [Br:1][C:2]([F:10])([F:9])[C:3]([F:8])([F:7])[CH2:4][CH2:5]Br.[F:11][C:12]([F:24])([F:23])[CH2:13][CH2:14][S:15]([CH2:18][C:19]([O:21][CH3:22])=[O:20])(=[O:17])=[O:16].[H-].[Na+].Cl. Product: [Br:1][C:2]([F:10])([F:9])[C:3]([F:8])([F:7])[CH2:4][CH2:5][CH:18]([S:15]([CH2:14][CH2:13][C:12]([F:23])([F:24])[F:11])(=[O:17])=[O:16])[C:19]([O:21][CH3:22])=[O:20]. The catalyst class is: 16. (4) Reactant: [C:1]1([N:7]2[CH2:12][CH2:11][N:10]([CH2:13][CH2:14][CH2:15][CH2:16][NH2:17])[CH2:9][CH2:8]2)[CH:6]=[CH:5][CH:4]=[CH:3][CH:2]=1.[C:18](N1C=CN=C1)(N1C=CN=C1)=[O:19].[C:30]1([N:36]2[CH2:41][CH2:40][NH:39][CH2:38][CH2:37]2)[CH:35]=[CH:34][CH:33]=[CH:32][CH:31]=1. Product: [C:30]1([N:36]2[CH2:41][CH2:40][N:39]([C:18]([NH:17][CH2:16][CH2:15][CH2:14][CH2:13][N:10]3[CH2:9][CH2:8][N:7]([C:1]4[CH:2]=[CH:3][CH:4]=[CH:5][CH:6]=4)[CH2:12][CH2:11]3)=[O:19])[CH2:38][CH2:37]2)[CH:35]=[CH:34][CH:33]=[CH:32][CH:31]=1. The catalyst class is: 1. (5) Reactant: [CH3:1][C:2]1([CH3:13])[C:11]2[C:6](=[CH:7][C:8]([OH:12])=[CH:9][CH:10]=2)[CH2:5][CH2:4][O:3]1.C(N(CC)CC)C.[F:21][C:22]([F:35])([F:34])[S:23](O[S:23]([C:22]([F:35])([F:34])[F:21])(=[O:25])=[O:24])(=[O:25])=[O:24].C(=O)(O)[O-].[Na+]. Product: [F:21][C:22]([F:35])([F:34])[S:23]([O:12][C:8]1[CH:7]=[C:6]2[C:11](=[CH:10][CH:9]=1)[C:2]([CH3:13])([CH3:1])[O:3][CH2:4][CH2:5]2)(=[O:25])=[O:24]. The catalyst class is: 4. (6) Reactant: S(C)C.[C:4]([Li])([CH3:7])([CH3:6])[CH3:5].[C:9]([NH:28][C@@H:29]([CH2:32][CH3:33])[CH:30]=[O:31])([C:22]1[CH:27]=[CH:26][CH:25]=[CH:24][CH:23]=1)([C:16]1[CH:21]=[CH:20][CH:19]=[CH:18][CH:17]=1)[C:10]1[CH:15]=[CH:14][CH:13]=[CH:12][CH:11]=1.[NH4+].[Cl-]. Product: [CH3:5][C:4]([CH3:7])([CH:30]([OH:31])[C@@H:29]([NH:28][C:9]([C:16]1[CH:17]=[CH:18][CH:19]=[CH:20][CH:21]=1)([C:22]1[CH:23]=[CH:24][CH:25]=[CH:26][CH:27]=1)[C:10]1[CH:15]=[CH:14][CH:13]=[CH:12][CH:11]=1)[CH2:32][CH3:33])[CH3:6]. The catalyst class is: 28. (7) Reactant: [Cl:1][C:2]1[S:6][C:5]([C:7]([OH:9])=O)=[CH:4][C:3]=1[C:10]1[N:14]([CH3:15])[N:13]=[CH:12][C:11]=1[Cl:16].[NH2:17][C@@H:18]([CH2:31][C:32]1[CH:37]=[CH:36][CH:35]=[C:34]([F:38])[CH:33]=1)[CH2:19][N:20]1[C:28](=[O:29])[C:27]2[C:22](=[CH:23][CH:24]=[CH:25][CH:26]=2)[C:21]1=[O:30].C(N(CC)C(C)C)(C)C.C1CN([P+](Br)(N2CCCC2)N2CCCC2)CC1.F[P-](F)(F)(F)(F)F. Product: [Cl:1][C:2]1[S:6][C:5]([C:7]([NH:17][C@@H:18]([CH2:31][C:32]2[CH:37]=[CH:36][CH:35]=[C:34]([F:38])[CH:33]=2)[CH2:19][N:20]2[C:28](=[O:29])[C:27]3[C:22](=[CH:23][CH:24]=[CH:25][CH:26]=3)[C:21]2=[O:30])=[O:9])=[CH:4][C:3]=1[C:10]1[N:14]([CH3:15])[N:13]=[CH:12][C:11]=1[Cl:16]. The catalyst class is: 4.